Dataset: Forward reaction prediction with 1.9M reactions from USPTO patents (1976-2016). Task: Predict the product of the given reaction. Given the reactants [OH:1][C:2]1[CH:3]=[C:4]([C:8](=[O:41])[CH2:9][N:10]2[C:19](=[O:20])[C:18]3[N:17]([CH2:21][CH:22]=[C:23]([CH3:25])[CH3:24])[C:16]([N:26]4[CH2:31][CH2:30][CH2:29][CH:28]([NH:32][C:33]([O:35][C:36]([CH3:39])([CH3:38])[CH3:37])=[O:34])[CH2:27]4)=[N:15][C:14]=3[N:13]([CH3:40])[C:11]2=[O:12])[CH:5]=[CH:6][CH:7]=1.[CH2:42](Br)[CH:43]=[CH2:44].C(=O)([O-])[O-].[K+].[K+], predict the reaction product. The product is: [CH2:44]([O:1][C:2]1[CH:3]=[C:4]([C:8](=[O:41])[CH2:9][N:10]2[C:19](=[O:20])[C:18]3[N:17]([CH2:21][CH:22]=[C:23]([CH3:25])[CH3:24])[C:16]([N:26]4[CH2:31][CH2:30][CH2:29][CH:28]([NH:32][C:33]([O:35][C:36]([CH3:39])([CH3:38])[CH3:37])=[O:34])[CH2:27]4)=[N:15][C:14]=3[N:13]([CH3:40])[C:11]2=[O:12])[CH:5]=[CH:6][CH:7]=1)[CH:43]=[CH2:42].